Dataset: Full USPTO retrosynthesis dataset with 1.9M reactions from patents (1976-2016). Task: Predict the reactants needed to synthesize the given product. (1) Given the product [ClH:1].[F:19][C:20]1[CH:21]=[C:22]2[C:30](=[CH:31][CH:32]=1)[C:25]1([CH2:29][CH2:28][N:27]([CH2:2][CH2:3][CH2:4][N:5]3[CH:10]=[C:9]([C:11]4[S:12][CH:13]=[CH:14][CH:15]=4)[C:8](=[O:16])[NH:7][C:6]3=[O:17])[CH2:26]1)[CH2:24][CH2:23]2, predict the reactants needed to synthesize it. The reactants are: [Cl:1][CH2:2][CH2:3][CH2:4][N:5]1[CH:10]=[C:9]([C:11]2[S:12][CH:13]=[CH:14][CH:15]=2)[C:8](=[O:16])[NH:7][C:6]1=[O:17].Cl.[F:19][C:20]1[CH:21]=[C:22]2[C:30](=[CH:31][CH:32]=1)[C:25]1([CH2:29][CH2:28][NH:27][CH2:26]1)[CH2:24][CH2:23]2.C(=O)([O-])[O-].[K+].[K+].[I-].[Na+]. (2) Given the product [CH2:1]([O:3][C:4]([C:6]1[N:14]([CH3:15])[C:13]2[CH:12]=[CH:11][N:10]=[CH:9][C:8]=2[C:7]=1[O:16][S:30]([C:29]([F:34])([F:35])[C:28]([F:36])([F:37])[C:27]([F:26])([F:42])[C:38]([F:41])([F:40])[F:39])(=[O:32])=[O:31])=[O:5])[CH3:2], predict the reactants needed to synthesize it. The reactants are: [CH2:1]([O:3][C:4]([C:6]1[N:14]([CH3:15])[C:13]2[CH:12]=[CH:11][N:10]=[CH:9][C:8]=2[C:7]=1[OH:16])=[O:5])[CH3:2].CCN(C(C)C)C(C)C.[F:26][C:27]([F:42])([C:38]([F:41])([F:40])[F:39])[C:28]([F:37])([F:36])[C:29]([F:35])([F:34])[S:30](F)(=[O:32])=[O:31]. (3) Given the product [CH3:11][N:12]1[CH2:13][CH2:14][N:15]=[C:6]1[C:5]1[CH:8]=[CH:9][C:2]([NH2:1])=[CH:3][CH:4]=1, predict the reactants needed to synthesize it. The reactants are: [NH2:1][C:2]1[CH:9]=[CH:8][C:5]([C:6]#N)=[CH:4][CH:3]=1.Cl.[CH3:11][NH:12][CH2:13][CH2:14][NH2:15]. (4) Given the product [NH:32]1[CH2:31][CH2:30][CH:29]([C:26]2[CH:27]=[CH:28][C:23]([NH:22][C:14]3[N:13]=[C:12]([CH2:11][CH2:10][C:5]4[C:4]([CH2:3][C:2]([NH2:1])=[O:42])=[N:9][CH:8]=[CH:7][N:6]=4)[C:17]([C:18]([F:20])([F:19])[F:21])=[CH:16][N:15]=3)=[CH:24][CH:25]=2)[CH2:34][CH2:33]1, predict the reactants needed to synthesize it. The reactants are: [NH2:1][C:2](=[O:42])[CH2:3][C:4]1[C:5]([CH2:10][CH2:11][C:12]2[C:17]([C:18]([F:21])([F:20])[F:19])=[CH:16][N:15]=[C:14]([NH:22][C:23]3[CH:28]=[CH:27][C:26]([CH:29]4[CH2:34][CH2:33][N:32](C(OC(C)(C)C)=O)[CH2:31][CH2:30]4)=[CH:25][CH:24]=3)[N:13]=2)=[N:6][CH:7]=[CH:8][N:9]=1.C(O)(C(F)(F)F)=O. (5) Given the product [O:7]=[C:5]1[CH2:6][CH:3]([NH:2][C:13](=[O:14])[O:12][C:9]([CH3:11])([CH3:10])[CH3:8])[CH2:4]1, predict the reactants needed to synthesize it. The reactants are: Cl.[NH2:2][CH:3]1[CH2:6][C:5](=[O:7])[CH2:4]1.[CH3:8][C:9]([O:12][C:13](O[C:13]([O:12][C:9]([CH3:11])([CH3:10])[CH3:8])=[O:14])=[O:14])([CH3:11])[CH3:10].C([O-])([O-])=O.[Na+].[Na+].